This data is from TCR-epitope binding with 47,182 pairs between 192 epitopes and 23,139 TCRs. The task is: Binary Classification. Given a T-cell receptor sequence (or CDR3 region) and an epitope sequence, predict whether binding occurs between them. The epitope is YEGNSPFHPL. The TCR CDR3 sequence is CASSQESGTGNTIYF. Result: 1 (the TCR binds to the epitope).